The task is: Regression. Given a peptide amino acid sequence and an MHC pseudo amino acid sequence, predict their binding affinity value. This is MHC class I binding data.. This data is from Peptide-MHC class I binding affinity with 185,985 pairs from IEDB/IMGT. The peptide sequence is RENGGYWLL. The MHC is HLA-A26:03 with pseudo-sequence HLA-A26:03. The binding affinity (normalized) is 0.0847.